This data is from Full USPTO retrosynthesis dataset with 1.9M reactions from patents (1976-2016). The task is: Predict the reactants needed to synthesize the given product. (1) Given the product [OH:33][C:32]1[CH:34]=[CH:35][C:27](/[CH:26]=[CH:20]/[C:21]([O:23][CH3:24])=[O:22])=[CH:28][C:29]=1[O:30][CH3:31], predict the reactants needed to synthesize it. The reactants are: C1(P(=[CH:20][C:21]([O:23][CH3:24])=[O:22])(C2C=CC=CC=2)C2C=CC=CC=2)C=CC=CC=1.O=[CH:26][C:27]1[CH:35]=[CH:34][C:32]([OH:33])=[C:29]([O:30][CH3:31])[CH:28]=1. (2) Given the product [C:21]([C:20]([NH:19][C:10]([C:7]1[CH:6]=[C:5]([O:13][CH2:14][C:15]([F:18])([F:17])[F:16])[C:4]([CH:1]2[CH2:2][CH2:3]2)=[CH:9][N:8]=1)=[O:12])([CH3:27])[CH2:23][CH:24]1[CH2:26][CH2:25]1)#[N:22], predict the reactants needed to synthesize it. The reactants are: [CH:1]1([C:4]2[C:5]([O:13][CH2:14][C:15]([F:18])([F:17])[F:16])=[CH:6][C:7]([C:10]([OH:12])=O)=[N:8][CH:9]=2)[CH2:3][CH2:2]1.[NH2:19][C:20]([CH3:27])([CH2:23][CH:24]1[CH2:26][CH2:25]1)[C:21]#[N:22].